From a dataset of Full USPTO retrosynthesis dataset with 1.9M reactions from patents (1976-2016). Predict the reactants needed to synthesize the given product. (1) Given the product [NH2:12][C:11]1[N:7]([C:4]2[CH:3]=[CH:2][C:1]([CH3:20])=[CH:6][CH:5]=2)[N:8]=[C:9]([C:13]2[CH:18]=[CH:17][C:16]([N:19]([S:34]([C:27]3[CH:26]=[CH:30][CH:29]=[CH:28][CH:33]=3)(=[O:36])=[O:35])[S:34]([C:28]3[CH:33]=[CH:32][CH:31]=[CH:30][CH:29]=3)(=[O:36])=[O:35])=[CH:15][CH:14]=2)[CH:10]=1, predict the reactants needed to synthesize it. The reactants are: [C:1]1([CH3:20])[CH:6]=[CH:5][C:4]([N:7]2[C:11]([NH2:12])=[CH:10][C:9]([C:13]3[CH:18]=[CH:17][C:16]([NH2:19])=[CH:15][CH:14]=3)=[N:8]2)=[CH:3][CH:2]=1.C(N([CH2:26][CH3:27])CC)C.[C:28]1([S:34](Cl)(=[O:36])=[O:35])[CH:33]=[CH:32][CH:31]=[CH:30][CH:29]=1. (2) The reactants are: [C:1](=[N:4][OH:5])([NH2:3])[CH3:2].[Cl:6][C:7]([Cl:18])([Cl:17])[C:8](O[C:8](=O)[C:7]([Cl:18])([Cl:17])[Cl:6])=O. Given the product [CH3:2][C:1]1[N:3]=[C:8]([C:7]([Cl:18])([Cl:17])[Cl:6])[O:5][N:4]=1, predict the reactants needed to synthesize it. (3) The reactants are: [ClH:1].CCOCC.[Cl:7][C:8]1[C:9]([NH:19][CH:20]2[CH2:25][CH2:24][NH:23][CH2:22][CH2:21]2)=[CH:10][C:11]([O:17][CH3:18])=[C:12]([CH:16]=1)[C:13]([NH2:15])=[O:14]. Given the product [ClH:7].[ClH:1].[Cl:7][C:8]1[C:9]([NH:19][CH:20]2[CH2:25][CH2:24][NH:23][CH2:22][CH2:21]2)=[CH:10][C:11]([O:17][CH3:18])=[C:12]([CH:16]=1)[C:13]([NH2:15])=[O:14], predict the reactants needed to synthesize it. (4) Given the product [F:5][C:6]1[CH:14]=[CH:13][C:12]([C:15]2[CH:24]=[CH:23][C:22]3[C:17](=[CH:18][CH:19]=[C:20]([O:25][CH3:26])[CH:21]=3)[CH:16]=2)=[CH:11][C:7]=1[C:8]([O:10][CH3:27])=[O:9], predict the reactants needed to synthesize it. The reactants are: S(Cl)(Cl)=O.[F:5][C:6]1[CH:14]=[CH:13][C:12]([C:15]2[CH:24]=[CH:23][C:22]3[C:17](=[CH:18][CH:19]=[C:20]([O:25][CH3:26])[CH:21]=3)[CH:16]=2)=[CH:11][C:7]=1[C:8]([OH:10])=[O:9].[CH3:27]O. (5) The reactants are: [N+:1]([C:4]1[CH:14]=[CH:13][C:7]([CH2:8][S:9]([OH:12])(=[O:11])=[O:10])=[CH:6][CH:5]=1)([O-])=O.CO. Given the product [NH2:1][C:4]1[CH:14]=[CH:13][C:7]([CH2:8][S:9]([OH:12])(=[O:10])=[O:11])=[CH:6][CH:5]=1, predict the reactants needed to synthesize it. (6) The reactants are: [ClH:1].[OH:2][C:3]1([CH3:12])[CH2:7][NH:6][C@H:5]([C:8](OC)=[O:9])[CH2:4]1.[NH3:13].CO. Given the product [ClH:1].[OH:2][C:3]1([CH3:12])[CH2:7][NH:6][C@H:5]([C:8]([NH2:13])=[O:9])[CH2:4]1, predict the reactants needed to synthesize it. (7) Given the product [CH2:6]([O:8][C:9](=[O:26])[C:10]([O:13][C:14]1[CH:15]=[CH:16][C:17]([O:20][CH2:21][CH2:22][CH:23]([O:25][S:2]([CH3:1])(=[O:4])=[O:3])[CH3:24])=[CH:18][CH:19]=1)([CH3:12])[CH3:11])[CH3:7], predict the reactants needed to synthesize it. The reactants are: [CH3:1][S:2](Cl)(=[O:4])=[O:3].[CH2:6]([O:8][C:9](=[O:26])[C:10]([O:13][C:14]1[CH:19]=[CH:18][C:17]([O:20][CH2:21][CH2:22][CH:23]([OH:25])[CH3:24])=[CH:16][CH:15]=1)([CH3:12])[CH3:11])[CH3:7].